Task: Regression/Classification. Given a drug SMILES string, predict its toxicity properties. Task type varies by dataset: regression for continuous values (e.g., LD50, hERG inhibition percentage) or binary classification for toxic/non-toxic outcomes (e.g., AMES mutagenicity, cardiotoxicity, hepatotoxicity). Dataset: ames.. Dataset: Ames mutagenicity test results for genotoxicity prediction (1) The molecule is Cc1ccc(/C=C/c2ccc([N+](=O)[O-])cc2)cc1. The result is 1 (mutagenic). (2) The compound is Oc1ccc2ccccc2c1N=Nc1ccc(N=Nc2ccccc2)cc1. The result is 1 (mutagenic).